From a dataset of Forward reaction prediction with 1.9M reactions from USPTO patents (1976-2016). Predict the product of the given reaction. Given the reactants [NH2:1][C:2]1[CH:10]=[C:9]([C:11]([O:13][CH3:14])=[O:12])[CH:8]=[C:7]2[C:3]=1[CH:4]=[CH:5][NH:6]2.[CH3:15][S:16](Cl)(=[O:18])=[O:17], predict the reaction product. The product is: [CH3:15][S:16]([NH:1][C:2]1[CH:10]=[C:9]([C:11]([O:13][CH3:14])=[O:12])[CH:8]=[C:7]2[C:3]=1[CH:4]=[CH:5][NH:6]2)(=[O:18])=[O:17].